This data is from Full USPTO retrosynthesis dataset with 1.9M reactions from patents (1976-2016). The task is: Predict the reactants needed to synthesize the given product. (1) Given the product [F:1][C:2]([F:7])([F:6])[C:3]([OH:5])=[O:4].[CH2:36]([O:35][C:32]1[N:31]=[N:30][C:29]([N:14]2[CH2:13][C:12]3[CH2:8][N:9]([C:16]([C:18]4[CH:23]=[CH:22][CH:21]=[CH:20][C:19]=4[C:24]([F:27])([F:25])[F:26])=[O:17])[CH2:10][C:11]=3[CH2:15]2)=[CH:34][CH:33]=1)[CH2:37][C:38]1[CH:39]=[CH:40][CH:41]=[CH:42][CH:43]=1, predict the reactants needed to synthesize it. The reactants are: [F:1][C:2]([F:7])([F:6])[C:3]([OH:5])=[O:4].[CH2:8]1[C:12]2[CH2:13][NH:14][CH2:15][C:11]=2[CH2:10][N:9]1[C:16]([C:18]1[CH:23]=[CH:22][CH:21]=[CH:20][C:19]=1[C:24]([F:27])([F:26])[F:25])=[O:17].Cl[C:29]1[N:30]=[N:31][C:32]([O:35][CH2:36][CH2:37][C:38]2[CH:43]=[CH:42][CH:41]=[CH:40][CH:39]=2)=[CH:33][CH:34]=1.C1C=CC(P(C2C=CC3C(=CC=CC=3)C=2C2C3C(=CC=CC=3)C=CC=2P(C2C=CC=CC=2)C2C=CC=CC=2)C2C=CC=CC=2)=CC=1.C(=O)([O-])[O-].[Cs+].[Cs+]. (2) Given the product [NH2:2][C:3]1[C:4]2[C:14]([O:15][CH2:16][C@H:17]3[CH2:22][CH2:21][CH2:20][CH2:19][N:18]3[C:33]([C:23]3[C:32]4[C:27](=[CH:28][CH:29]=[CH:30][CH:31]=4)[CH:26]=[CH:25][N:24]=3)=[O:34])=[CH:13][CH:12]=[CH:11][C:5]=2[NH:6][S:7](=[O:9])(=[O:10])[N:8]=1, predict the reactants needed to synthesize it. The reactants are: Cl.[NH2:2][C:3]1[C:4]2[C:14]([O:15][CH2:16][C@H:17]3[CH2:22][CH2:21][CH2:20][CH2:19][NH2+:18]3)=[CH:13][CH:12]=[CH:11][C:5]=2[NH:6][S:7](=[O:10])(=[O:9])[N:8]=1.[C:23]1([C:33](O)=[O:34])[C:32]2[C:27](=[CH:28][CH:29]=[CH:30][CH:31]=2)[CH:26]=[CH:25][N:24]=1. (3) Given the product [CH2:1]([O:3][CH:4]([O:15][CH2:16][CH3:17])[C:5]1[O:13][C:12]2[C:11]([C:25]3[CH:26]=[CH:27][C:22]([C:20]([O:19][CH3:18])=[O:21])=[CH:23][CH:24]=3)=[CH:10][N:9]=[CH:8][C:7]=2[CH:6]=1)[CH3:2], predict the reactants needed to synthesize it. The reactants are: [CH2:1]([O:3][CH:4]([O:15][CH2:16][CH3:17])[C:5]1[O:13][C:12]2[C:11](I)=[CH:10][N:9]=[CH:8][C:7]=2[CH:6]=1)[CH3:2].[CH3:18][O:19][C:20]([C:22]1[CH:27]=[CH:26][C:25](B(O)O)=[CH:24][CH:23]=1)=[O:21].C(=O)([O-])[O-].[Na+].[Na+]. (4) Given the product [ClH:34].[S:1]1[C:6]2[CH:7]=[CH:8][C:9]([CH2:11][NH:12][CH:13]3[CH2:14][CH2:15][N:16]([CH2:19][CH2:20][N:21]4[C:30]5[C:25](=[CH:26][CH:27]=[C:28]([O:31][CH3:32])[CH:29]=5)[N:24]=[CH:23][C:22]4=[O:33])[CH2:17][CH2:18]3)=[CH:10][C:5]=2[S:4][CH2:3][CH2:2]1, predict the reactants needed to synthesize it. The reactants are: [S:1]1[C:6]2[CH:7]=[CH:8][C:9]([CH2:11][NH:12][CH:13]3[CH2:18][CH2:17][N:16]([CH2:19][CH2:20][N:21]4[C:30]5[C:25](=[CH:26][CH:27]=[C:28]([O:31][CH3:32])[CH:29]=5)[N:24]=[CH:23][C:22]4=[O:33])[CH2:15][CH2:14]3)=[CH:10][C:5]=2[S:4][CH2:3][CH2:2]1.[ClH:34].C(OCC)(=O)C. (5) Given the product [CH3:1][C:2]1[CH:3]=[CH:4][C:5]([S:8]([O:11][CH2:12][CH:13]2[O:18][C:17]3=[C:19]4[C:20](=[CH:21][CH:22]=[C:16]3[O:15][CH2:14]2)[N:23]=[C:28]([CH3:29])[CH:27]=[CH:26]4)(=[O:10])=[O:9])=[CH:6][CH:7]=1, predict the reactants needed to synthesize it. The reactants are: [CH3:1][C:2]1[CH:7]=[CH:6][C:5]([S:8]([O:11][CH2:12][C@@H:13]2[O:18][C:17]3[C:19](/[CH:26]=[CH:27]/[C:28](=O)[CH3:29])=[C:20]([N+:23]([O-])=O)[CH:21]=[CH:22][C:16]=3[O:15][CH2:14]2)(=[O:10])=[O:9])=[CH:4][CH:3]=1.O.